Predict the reaction yield, written as a fraction of the theoretical maximum amount of product (1.0 means a 100% yield; for example, 0.34 means a 34% yield). From a dataset of Reaction yield outcomes from USPTO patents with 853,638 reactions. (1) The reactants are Br[C:2]1[CH:10]=[C:9]2[C:5]([C:6]([C:24]3[CH:33]=[CH:32][C:27]([C:28]([O:30][CH3:31])=[O:29])=[CH:26][CH:25]=3)=[N:7][N:8]2[C:11](=[O:23])[C:12]2[C:17]([C:18]([F:21])([F:20])[F:19])=[CH:16][CH:15]=[CH:14][C:13]=2[Cl:22])=[CH:4][CH:3]=1.[CH2:34]([O:37][CH:38]1[CH2:43][CH2:42][CH2:41][CH2:40][O:39]1)[C:35]#[CH:36]. The catalyst is CN(C=O)C.O.[Cu]I.Cl[Pd](Cl)([P](C1C=CC=CC=1)(C1C=CC=CC=1)C1C=CC=CC=1)[P](C1C=CC=CC=1)(C1C=CC=CC=1)C1C=CC=CC=1. The product is [Cl:22][C:13]1[CH:14]=[CH:15][CH:16]=[C:17]([C:18]([F:20])([F:19])[F:21])[C:12]=1[C:11]([N:8]1[C:9]2[C:5](=[CH:4][CH:3]=[C:2]([C:36]#[C:35][CH2:34][O:37][CH:38]3[CH2:43][CH2:42][CH2:41][CH2:40][O:39]3)[CH:10]=2)[C:6]([C:24]2[CH:25]=[CH:26][C:27]([C:28]([O:30][CH3:31])=[O:29])=[CH:32][CH:33]=2)=[N:7]1)=[O:23]. The yield is 0.580. (2) The reactants are [O:1]1[C:5]2[CH:6]=[CH:7][C:8]([OH:10])=[CH:9][C:4]=2[O:3][CH2:2]1.C([Mg]Cl)(C)C.[F:16][C:17]([F:30])([F:29])[C:18]1[CH:19]=[CH:20][CH:21]=[C:22]2[C:26]=1[NH:25][C:24](=[O:27])[C:23]2=[O:28]. The yield is 0.830. The product is [OH:28][C:23]1([C:7]2[C:8]([OH:10])=[CH:9][C:4]3[O:3][CH2:2][O:1][C:5]=3[CH:6]=2)[C:22]2[C:26](=[C:18]([C:17]([F:16])([F:29])[F:30])[CH:19]=[CH:20][CH:21]=2)[NH:25][C:24]1=[O:27]. The catalyst is O1CCCC1. (3) The reactants are [OH:1][C:2]1[C:11]2[C:12]3[CH:13]=[CH:14][C:15]([O:21][CH3:22])=[CH:16][C:17]=3[C:18](=[N:19][OH:20])[C:10]=2[C:9]2[C:4](=[CH:5][CH:6]=[CH:7][CH:8]=2)[N:3]=1.Cl.Cl[CH2:25][CH2:26][N:27]1[CH2:31][CH2:30][CH2:29][CH2:28]1.COC1C=CC2C3C(N4CCNCC4)=NC4C(C=3C(=O)C=2C=1)=CC=CC=4.C(C1OC1)Cl. No catalyst specified. The product is [N:27]1([CH2:26][CH2:25][O:20][N:19]=[C:18]2[C:10]3[C:9]4[C:4](=[CH:5][CH:6]=[CH:7][CH:8]=4)[N:3]=[C:2]([OH:1])[C:11]=3[C:12]3[CH:13]=[CH:14][C:15]([O:21][CH3:22])=[CH:16][C:17]2=3)[CH2:31][CH2:30][CH2:29][CH2:28]1. The yield is 0.460. (4) The reactants are Cl[C:2]1[N:7]=[C:6]([N:8]2[CH2:13][CH2:12][CH:11]([CH3:14])[CH2:10][CH2:9]2)[CH:5]=[CH:4][N:3]=1.[NH2:15][C:16]1[NH:17][N:18]=[C:19]([CH3:21])[CH:20]=1.C(=O)([O-])[O-].[K+].[K+]. The catalyst is C(O)CCC. The product is [CH3:14][CH:11]1[CH2:12][CH2:13][N:8]([C:6]2[CH:5]=[CH:4][N:3]=[C:2]([NH:15][C:16]3[NH:17][N:18]=[C:19]([CH3:21])[CH:20]=3)[N:7]=2)[CH2:9][CH2:10]1. The yield is 0.500. (5) The reactants are [CH3:1][O:2][C:3]1[CH:8]=[CH:7][C:6]([CH2:9][C:10]([OH:12])=O)=[CH:5][CH:4]=1.CCN=C=NCCCN(C)C.Cl.ON1C2C=CC=CC=2N=N1.[C:35]([O:39][C:40](=[O:60])[C:41]1[CH:46]=[CH:45][C:44]([CH2:47][N:48]2[CH:57]=[CH:56][C:55]3[C:50](=[CH:51][C:52]([NH2:58])=[CH:53][CH:54]=3)[C:49]2=[O:59])=[CH:43][CH:42]=1)([CH3:38])([CH3:37])[CH3:36].C([O-])(O)=O.[Na+]. The catalyst is CN(C)C=O.O. The product is [C:35]([O:39][C:40](=[O:60])[C:41]1[CH:46]=[CH:45][C:44]([CH2:47][N:48]2[CH:57]=[CH:56][C:55]3[C:50](=[CH:51][C:52]([NH:58][C:10](=[O:12])[CH2:9][C:6]4[CH:5]=[CH:4][C:3]([O:2][CH3:1])=[CH:8][CH:7]=4)=[CH:53][CH:54]=3)[C:49]2=[O:59])=[CH:43][CH:42]=1)([CH3:38])([CH3:36])[CH3:37]. The yield is 0.621. (6) The reactants are [CH3:1][C@@H:2]1[CH2:6][CH2:5][C:4](=C(C)C)[CH:3]1[C:10]([O:12][CH2:13][CH3:14])=[O:11].C(=O)=[O:16].C(O)(C)C. The catalyst is C(OCC)(=O)C. The product is [CH3:1][C@@H:2]1[CH2:6][CH2:5][C:4](=[O:16])[CH:3]1[C:10]([O:12][CH2:13][CH3:14])=[O:11]. The yield is 0.960. (7) The reactants are [CH3:1][C:2](OC(C)=O)=[O:3].CCN(CC)CC.[CH3:15][O:16][C:17]([C:19]1[S:20][C:21]([CH2:24][CH2:25][CH2:26][C@@H:27]2[C@@H:31]([C:32]3[CH:37]=[CH:36][C:35]([CH:38]([O:44][CH2:45][C:46]4[CH:51]=[CH:50][C:49]([O:52][CH3:53])=[CH:48][CH:47]=4)[CH2:39][CH2:40][CH2:41][CH2:42][CH3:43])=[CH:34][CH:33]=3)[C:30](=[O:54])[CH:29]([OH:55])[CH:28]2[OH:56])=[CH:22][CH:23]=1)=[O:18].[C:57](OCC)(=[O:59])[CH3:58]. The catalyst is CN(C1C=CN=CC=1)C.C(Cl)CCl. The product is [CH3:15][O:16][C:17]([C:19]1[S:20][C:21]([CH2:24][CH2:25][CH2:26][C@@H:27]2[C@@H:31]([C:32]3[CH:37]=[CH:36][C:35]([CH:38]([O:44][CH2:45][C:46]4[CH:51]=[CH:50][C:49]([O:52][CH3:53])=[CH:48][CH:47]=4)[CH2:39][CH2:40][CH2:41][CH2:42][CH3:43])=[CH:34][CH:33]=3)[C:30](=[O:54])[CH:29]([O:55][C:2](=[O:3])[CH3:1])[CH:28]2[O:56][C:57](=[O:59])[CH3:58])=[CH:22][CH:23]=1)=[O:18]. The yield is 0.510. (8) The reactants are [C:1]12([O:8][C:7]3[CH:9]=[CH:10][C:11]([C:13]4([C:16]([O:18]C)=[O:17])[CH2:15][CH2:14]4)=[CH:12][C:6]=3[O:5]1)[CH2:4][CH2:3][CH2:2]2.[Li+].[OH-].Cl. The catalyst is C1COCC1.O. The product is [C:1]12([O:8][C:7]3[CH:9]=[CH:10][C:11]([C:13]4([C:16]([OH:18])=[O:17])[CH2:15][CH2:14]4)=[CH:12][C:6]=3[O:5]1)[CH2:2][CH2:3][CH2:4]2. The yield is 0.590. (9) The catalyst is C1COCC1. The reactants are [F:1][C:2]1[CH:3]=[C:4]([CH:9]=[CH:10][C:11]=1[C:12]1[CH:13]=[N:14][C:15]([O:18][CH2:19][CH:20]2[CH2:25][CH2:24][N:23]([CH2:26][C:27]([F:30])([CH3:29])[CH3:28])[CH2:22][CH2:21]2)=[CH:16][CH:17]=1)[C:5]([O:7]C)=[O:6].O.CO.O[Li].O. The product is [F:1][C:2]1[CH:3]=[C:4]([CH:9]=[CH:10][C:11]=1[C:12]1[CH:13]=[N:14][C:15]([O:18][CH2:19][CH:20]2[CH2:25][CH2:24][N:23]([CH2:26][C:27]([F:30])([CH3:28])[CH3:29])[CH2:22][CH2:21]2)=[CH:16][CH:17]=1)[C:5]([OH:7])=[O:6]. The yield is 0.990. (10) The reactants are [O:1]1[C:10]2[C:5](=[CH:6][C:7]([C:11](=[O:13])C)=[CH:8][CH:9]=2)[CH2:4][CH2:3][CH2:2]1.Cl[O-].[Na+].S(=O)(O)[O-:18].[Na+].Cl. No catalyst specified. The product is [O:1]1[C:10]2[C:5](=[CH:6][C:7]([C:11]([OH:13])=[O:18])=[CH:8][CH:9]=2)[CH2:4][CH2:3][CH2:2]1. The yield is 0.820.